Predict the product of the given reaction. From a dataset of Forward reaction prediction with 1.9M reactions from USPTO patents (1976-2016). The product is: [Br:1][C:2]([F:35])([F:36])[C:3]([C:9]1[CH:14]=[CH:13][C:12]([NH:15][C:16](=[O:33])[C:17]2[C:18](=[C:28]([I:32])[CH:29]=[CH:30][CH:31]=2)[C:19]([NH:21][C@@H:22]([CH3:27])[CH2:23][S:24]([CH3:26])(=[O:38])=[O:25])=[O:20])=[C:11]([CH3:34])[CH:10]=1)([F:8])[C:4]([F:7])([F:6])[F:5]. Given the reactants [Br:1][C:2]([F:36])([F:35])[C:3]([C:9]1[CH:14]=[CH:13][C:12]([NH:15][C:16](=[O:33])[C:17]2[C:18](=[C:28]([I:32])[CH:29]=[CH:30][CH:31]=2)[C:19]([NH:21][C@@H:22]([CH3:27])[CH2:23][S:24]([CH3:26])=[O:25])=[O:20])=[C:11]([CH3:34])[CH:10]=1)([F:8])[C:4]([F:7])([F:6])[F:5].C(O)=[O:38].S(=O)(=O)(O)O.OO.S([O-])(O)=O.[Na+], predict the reaction product.